This data is from Forward reaction prediction with 1.9M reactions from USPTO patents (1976-2016). The task is: Predict the product of the given reaction. (1) Given the reactants [Cl:1][C:2]1[CH:7]=[CH:6][CH:5]=[CH:4][C:3]=1[SH:8].[H-].[Na+].[CH:11]1(Br)[CH2:15][CH2:14][CH2:13][CH2:12]1, predict the reaction product. The product is: [Cl:1][C:2]1[CH:7]=[CH:6][CH:5]=[CH:4][C:3]=1[S:8][CH:11]1[CH2:15][CH2:14][CH2:13][CH2:12]1. (2) Given the reactants C([O:8][C:9]1[CH:14]=[CH:13][C:12]([C:15]2[C:19]([C:20]3[CH:25]=[CH:24][N:23]=[CH:22][CH:21]=3)=[CH:18][N:17]([CH2:26][C:27]([F:30])([F:29])[F:28])[N:16]=2)=[C:11]([F:31])[CH:10]=1)C1C=CC=CC=1.FC(F)(F)C(O)=O.C1(OC)C=CC=CC=1, predict the reaction product. The product is: [F:31][C:11]1[CH:10]=[C:9]([OH:8])[CH:14]=[CH:13][C:12]=1[C:15]1[C:19]([C:20]2[CH:25]=[CH:24][N:23]=[CH:22][CH:21]=2)=[CH:18][N:17]([CH2:26][C:27]([F:28])([F:29])[F:30])[N:16]=1.